Dataset: Full USPTO retrosynthesis dataset with 1.9M reactions from patents (1976-2016). Task: Predict the reactants needed to synthesize the given product. (1) Given the product [CH2:1]([C:3]1[N:7]([C:8]2[N:16]=[C:15]3[C:11]([N:12]=[C:13]([C:18]4([OH:22])[CH2:21][N:20]([CH:34]([CH3:35])[CH3:33])[CH2:19]4)[N:14]3[CH3:17])=[C:10]([N:23]3[CH2:28][CH2:27][O:26][CH2:25][CH2:24]3)[N:9]=2)[C:6]2[CH:29]=[CH:30][CH:31]=[CH:32][C:5]=2[N:4]=1)[CH3:2], predict the reactants needed to synthesize it. The reactants are: [CH2:1]([C:3]1[N:7]([C:8]2[N:16]=[C:15]3[C:11]([N:12]=[C:13]([C:18]4([OH:22])[CH2:21][NH:20][CH2:19]4)[N:14]3[CH3:17])=[C:10]([N:23]3[CH2:28][CH2:27][O:26][CH2:25][CH2:24]3)[N:9]=2)[C:6]2[CH:29]=[CH:30][CH:31]=[CH:32][C:5]=2[N:4]=1)[CH3:2].[CH3:33][C:34](=O)[CH3:35].C(O[BH-](OC(=O)C)OC(=O)C)(=O)C.[Na+]. (2) Given the product [CH3:1][O:2][C:3]1[CH:10]=[CH:9][CH:8]=[CH:7][C:4]=1[CH:5]([OH:6])[CH2:17][CH:16]=[CH2:15], predict the reactants needed to synthesize it. The reactants are: [CH3:1][O:2][C:3]1[CH:10]=[CH:9][CH:8]=[CH:7][C:4]=1[CH:5]=[O:6].C(O[CH2:15][CH:16]=[CH2:17])(=O)C.O.CCN(CC)CC.CC1C(C)=C(C)C(C)=C(C)C=1C. (3) Given the product [C:11]([CH:10]([NH:16][CH:17]1[CH2:23][CH2:22][C:21]2[CH:24]=[CH:25][CH:26]=[CH:27][C:20]=2[N:19]([CH2:28][C:29]([O:31][C:32]([CH3:34])([CH3:33])[CH3:35])=[O:30])[C:18]1=[O:36])[CH2:9][CH2:1][C:2]1[CH:3]=[CH:4][CH:5]=[CH:6][CH:7]=1)([OH:13])=[O:12], predict the reactants needed to synthesize it. The reactants are: [C:1]([CH:9]=[CH:10][C:11]([O:13]CC)=[O:12])(=O)[C:2]1[CH:7]=[CH:6][CH:5]=[CH:4][CH:3]=1.[NH2:16][C@H:17]1[CH2:23][CH2:22][C:21]2[CH:24]=[CH:25][CH:26]=[CH:27][C:20]=2[N:19]([CH2:28][C:29]([O:31][C:32]([CH3:35])([CH3:34])[CH3:33])=[O:30])[C:18]1=[O:36].[BH4-].[Na+].C([O-])=O.[NH4+]. (4) Given the product [CH3:1][N:2]1[CH:6]=[CH:5][N:4]=[C:3]1[C:7]1[CH:16]=[CH:15][C:14]2[C:13]([NH2:30])=[N:12][CH:11]=[C:10]([C:18]3[CH:23]=[CH:22][C:21]([C:24]4[CH:25]=[N:26][N:27]([CH3:29])[CH:28]=4)=[CH:20][CH:19]=3)[C:9]=2[N:8]=1, predict the reactants needed to synthesize it. The reactants are: [CH3:1][N:2]1[CH:6]=[CH:5][N:4]=[C:3]1[C:7]1[CH:16]=[CH:15][C:14]2[C:9](=[C:10]([C:18]3[CH:23]=[CH:22][C:21]([C:24]4[CH:25]=[N:26][N:27]([CH3:29])[CH:28]=4)=[CH:20][CH:19]=3)[CH:11]=[N+:12]([O-])[CH:13]=2)[N:8]=1.[N:30]1C=CC=CC=1.[Cl-].C(CN)O. (5) Given the product [CH2:15]([O:14][C:13]1[C:8]([C:6]([OH:7])=[O:5])=[N:9][C:10]([CH2:23][C:24]2([C:29]3[CH:30]=[CH:31][C:32]([C:35]([F:37])([F:38])[F:36])=[CH:33][CH:34]=3)[CH2:28][CH2:27][CH2:26][CH2:25]2)=[N:11][C:12]=1[OH:22])[C:16]1[CH:21]=[CH:20][CH:19]=[CH:18][CH:17]=1, predict the reactants needed to synthesize it. The reactants are: C([O:5][C:6]([C:8]1[C:13]([O:14][CH2:15][C:16]2[CH:21]=[CH:20][CH:19]=[CH:18][CH:17]=2)=[C:12]([OH:22])[N:11]=[C:10]([CH2:23][C:24]2([C:29]3[CH:34]=[CH:33][C:32]([C:35]([F:38])([F:37])[F:36])=[CH:31][CH:30]=3)[CH2:28][CH2:27][CH2:26][CH2:25]2)[N:9]=1)=[O:7])(C)(C)C.O1CCCC1.O.C(OCC)(=O)C. (6) Given the product [CH3:32][S:33]([O:1][CH:2]1[CH2:3][N:4]([C:6]2[S:7][CH:8]=[C:9]([C:11](=[O:31])[NH:12][C@H:13]3[CH2:17][CH2:16][N:15]([C:18]([O:20][CH2:21][C:22]4[CH:27]=[CH:26][C:25]([N+:28]([O-:30])=[O:29])=[CH:24][CH:23]=4)=[O:19])[CH2:14]3)[N:10]=2)[CH2:5]1)(=[O:35])=[O:34], predict the reactants needed to synthesize it. The reactants are: [OH:1][CH:2]1[CH2:5][N:4]([C:6]2[S:7][CH:8]=[C:9]([C:11](=[O:31])[NH:12][C@H:13]3[CH2:17][CH2:16][N:15]([C:18]([O:20][CH2:21][C:22]4[CH:27]=[CH:26][C:25]([N+:28]([O-:30])=[O:29])=[CH:24][CH:23]=4)=[O:19])[CH2:14]3)[N:10]=2)[CH2:3]1.[CH3:32][S:33](Cl)(=[O:35])=[O:34].C(N(CC)CC)C. (7) Given the product [F:16][C:17]1[CH:22]=[CH:21][C:20]([C:2]2[N:6]3[CH:7]=[CH:8][C:9]([C:12]([F:15])([F:14])[F:13])=[C:10]([F:11])[C:5]3=[N:4][CH:3]=2)=[CH:19][C:18]=1[C:32]1[CH:37]=[CH:36][C:35]([F:38])=[CH:34][C:33]=1[S:39]([CH3:42])(=[O:41])=[O:40], predict the reactants needed to synthesize it. The reactants are: Br[C:2]1[N:6]2[CH:7]=[CH:8][C:9]([C:12]([F:15])([F:14])[F:13])=[C:10]([F:11])[C:5]2=[N:4][CH:3]=1.[F:16][C:17]1[CH:22]=[CH:21][C:20](B2OC(C)(C)C(C)(C)O2)=[CH:19][C:18]=1[C:32]1[CH:37]=[CH:36][C:35]([F:38])=[CH:34][C:33]=1[S:39]([CH3:42])(=[O:41])=[O:40]. (8) Given the product [ClH:18].[F:1][C:2]1[N:7]=[C:6]([C:8]2[C:9](=[O:16])[NH:10][C:11](=[O:14])[NH:12][CH:13]=2)[CH:5]=[CH:4][CH:3]=1, predict the reactants needed to synthesize it. The reactants are: [F:1][C:2]1[N:7]=[C:6]([C:8]2[C:9]([O:16]C)=[N:10][C:11]([O:14]C)=[N:12][CH:13]=2)[CH:5]=[CH:4][CH:3]=1.[ClH:18]. (9) Given the product [NH2:1][C:2]1[N:7]=[C:6]([N:8]2[C:12]3[CH:13]=[C:14]([C:35]#[C:34][C:32]([C:29]4[CH:28]=[C:27]([CH3:26])[O:31][N:30]=4)([OH:36])[CH3:33])[CH:15]=[CH:16][C:11]=3[N:10]=[C:9]2[O:18][CH:19]2[CH2:22][N:21]([CH2:23][CH2:24][OH:25])[CH2:20]2)[CH:5]=[CH:4][N:3]=1, predict the reactants needed to synthesize it. The reactants are: [NH2:1][C:2]1[N:7]=[C:6]([N:8]2[C:12]3[CH:13]=[C:14](Br)[CH:15]=[CH:16][C:11]=3[N:10]=[C:9]2[O:18][CH:19]2[CH2:22][N:21]([CH2:23][CH2:24][OH:25])[CH2:20]2)[CH:5]=[CH:4][N:3]=1.[CH3:26][C:27]1[O:31][N:30]=[C:29]([C:32]([OH:36])([C:34]#[CH:35])[CH3:33])[CH:28]=1.C(N(CC)CC)C.